Dataset: Catalyst prediction with 721,799 reactions and 888 catalyst types from USPTO. Task: Predict which catalyst facilitates the given reaction. Reactant: [C:1]1([C:15](O)=[C:11]([N+:12]([O-:14])=[O:13])[CH:10]=[C:6]([N+:7]([O-:9])=[O:8])[CH:5]=1)[N+:2]([O-:4])=[O:3].C1(C([O-])=C([N+]([O-])=O)C=C([N+]([O-])=O)C=1)[N+:18]([O-])=O.[NH4+].S1(CCCC1)(=O)=O.CN1CCCC1=O. Product: [CH:5]1[C:1]([N+:2]([O-:4])=[O:3])=[C:15]([NH2:18])[C:11]([N+:12]([O-:14])=[O:13])=[CH:10][C:6]=1[N+:7]([O-:9])=[O:8]. The catalyst class is: 6.